From a dataset of Full USPTO retrosynthesis dataset with 1.9M reactions from patents (1976-2016). Predict the reactants needed to synthesize the given product. (1) Given the product [Cl:1][C:2]1[CH:36]=[CH:35][C:5](/[CH:6]=[N:7]/[NH:8][C:9]([C:11]2[CH:16]=[C:15]([N:17]3[CH2:18][CH2:19][CH2:20][CH2:21][CH2:22]3)[CH:14]=[CH:13][C:12]=2[NH:23][C:24](=[O:25])[C:26]2[CH:34]=[CH:33][CH:32]=[C:28]([C:29]([NH:41][CH2:42][CH2:43][CH2:44][OH:45])=[O:31])[CH:27]=2)=[O:10])=[CH:4][C:3]=1[C:37]([F:38])([F:39])[F:40], predict the reactants needed to synthesize it. The reactants are: [Cl:1][C:2]1[CH:36]=[CH:35][C:5](/[CH:6]=[N:7]/[NH:8][C:9]([C:11]2[CH:16]=[C:15]([N:17]3[CH2:22][CH2:21][CH2:20][CH2:19][CH2:18]3)[CH:14]=[CH:13][C:12]=2[NH:23][C:24]([C:26]2[CH:27]=[C:28]([CH:32]=[CH:33][CH:34]=2)[C:29]([OH:31])=O)=[O:25])=[O:10])=[CH:4][C:3]=1[C:37]([F:40])([F:39])[F:38].[NH2:41][CH2:42][CH2:43][CH2:44][OH:45].CN(C(ON1N=NC2C=CC=NC1=2)=[N+](C)C)C.F[P-](F)(F)(F)(F)F.C(N(C(C)C)CC)(C)C. (2) Given the product [CH3:32][O:31][C:27]1[CH:26]=[C:25]([CH:10]2[N:11]([CH2:21][C:22](=[O:23])[NH:57][C:58]3[CH:59]=[C:60]4[C:73](=[CH:74][CH:75]=3)[CH2:72][C@:62]3([C:70]5[C:65](=[N:66][CH:67]=[CH:68][CH:69]=5)[NH:64][C:63]3=[O:71])[CH2:61]4)[C:12](=[O:20])[C:13]3([CH2:19][O:18][CH2:17][CH2:16][O:15][CH2:14]3)[N:8]([C:6]([O:5][C:1]([CH3:4])([CH3:3])[CH3:2])=[O:7])[CH2:9]2)[CH:30]=[CH:29][CH:28]=1, predict the reactants needed to synthesize it. The reactants are: [C:1]([O:5][C:6]([N:8]1[C:13]2([CH2:19][O:18][CH2:17][CH2:16][O:15][CH2:14]2)[C:12](=[O:20])[N:11]([CH2:21][C:22](O)=[O:23])[CH:10]([C:25]2[CH:30]=[CH:29][CH:28]=[C:27]([O:31][CH3:32])[CH:26]=2)[CH2:9]1)=[O:7])([CH3:4])([CH3:3])[CH3:2].CN(C(ON1N=NC2C=CC=NC1=2)=[N+](C)C)C.F[P-](F)(F)(F)(F)F.[NH2:57][C:58]1[CH:59]=[C:60]2[C:73](=[CH:74][CH:75]=1)[CH2:72][C@@:62]1([C:70]3[C:65](=[N:66][CH:67]=[CH:68][CH:69]=3)[NH:64][C:63]1=[O:71])[CH2:61]2. (3) Given the product [Br:1][C:2]1[C:10]2[C:5](=[CH:6][CH:7]=[C:8]([NH2:11])[CH:9]=2)[N:4]([CH2:14][CH2:15][N:16]2[CH2:20][CH2:19][CH2:18][CH2:17]2)[N:3]=1, predict the reactants needed to synthesize it. The reactants are: [Br:1][C:2]1[C:10]2[C:5](=[CH:6][CH:7]=[C:8]([N+:11]([O-])=O)[CH:9]=2)[N:4]([CH2:14][CH2:15][N:16]2[CH2:20][CH2:19][CH2:18][CH2:17]2)[N:3]=1.[Cl-].[NH4+]. (4) Given the product [Cl:22][C:23]1[CH:24]=[CH:25][C:26]([O:39][CH2:40][CH:41]([CH3:43])[CH3:42])=[C:27]([CH2:29][C:30]2[O:31][CH:32]=[C:33]([C:35]([O:37][CH3:38])=[O:36])[N:34]=2)[CH:28]=1, predict the reactants needed to synthesize it. The reactants are: N12CCCN=C1CCCCC2.C1N2CN3CN(C2)CN1C3.[Cl:22][C:23]1[CH:24]=[CH:25][C:26]([O:39][CH2:40][CH:41]([CH3:43])[CH3:42])=[C:27]([CH2:29][C:30]2[O:31][CH2:32][CH:33]([C:35]([O:37][CH3:38])=[O:36])[N:34]=2)[CH:28]=1.